The task is: Predict the reaction yield, written as a fraction of the theoretical maximum amount of product (1.0 means a 100% yield; for example, 0.34 means a 34% yield).. This data is from Reaction yield outcomes from USPTO patents with 853,638 reactions. (1) The reactants are [C:1]1([C:7]2[N:12]=[C:11]([OH:13])[CH:10]=[CH:9][N:8]=2)[CH:6]=[CH:5][CH:4]=[CH:3][CH:2]=1.C1C(=O)N([Br:21])C(=O)C1. The catalyst is C(O)(=O)C. The product is [Br:21][C:10]1[C:11]([OH:13])=[N:12][C:7]([C:1]2[CH:2]=[CH:3][CH:4]=[CH:5][CH:6]=2)=[N:8][CH:9]=1. The yield is 0.758. (2) The reactants are [CH3:1][CH:2]1[CH2:7][CH:6]([C:8]2[N:13]3[N:14]=[C:15]4[N:20]=[CH:19][CH:18]=[C:17]([C:21]5[CH:26]=[CH:25][CH:24]=[CH:23][CH:22]=5)[C:16]4=[C:12]3[NH:11][C:10](=[O:27])[CH:9]=2)[CH2:5][CH2:4][N:3]1C(OC(C)(C)C)=O.[ClH:35]. The catalyst is CO.O1CCOCC1. The product is [ClH:35].[CH3:1][C@H:2]1[CH2:7][C@H:6]([C:8]2[N:13]3[N:14]=[C:15]4[N:20]=[CH:19][CH:18]=[C:17]([C:21]5[CH:26]=[CH:25][CH:24]=[CH:23][CH:22]=5)[C:16]4=[C:12]3[NH:11][C:10](=[O:27])[CH:9]=2)[CH2:5][CH2:4][NH:3]1. The yield is 0.770. (3) The reactants are F[C:2]1[CH:3]=[C:4]2[C:9](=[C:10]([F:12])[CH:11]=1)[C:8](=[O:13])[CH2:7][CH2:6][CH2:5]2.C(N(CC)CC)C.[C:21]1([SH:27])[CH:26]=[CH:25][CH:24]=[CH:23][CH:22]=1.CCCCCCC. The catalyst is CN(C)C(=O)C.O. The product is [F:12][C:10]1[CH:11]=[C:2]([S:27][C:21]2[CH:26]=[CH:25][CH:24]=[CH:23][CH:22]=2)[CH:3]=[C:4]2[C:9]=1[C:8](=[O:13])[CH2:7][CH2:6][CH2:5]2. The yield is 0.790. (4) The reactants are [C:1]([C:3]1[CH:8]=[CH:7][N:6]=[C:5]([O:9][C:10]2[CH:11]=[C:12]([CH3:26])[C:13]3[CH:17]([CH2:18][C:19]([O:21][CH2:22][CH3:23])=[O:20])[O:16][B:15]([OH:24])[C:14]=3[CH:25]=2)[CH:4]=1)#[N:2].Cl.[NH2:28][OH:29].C(N(CC)CC)C. No catalyst specified. The product is [OH:24][B:15]1[C:14]2[CH:25]=[C:10]([O:9][C:5]3[CH:4]=[C:3]([C:1](=[NH:2])[NH:28][OH:29])[CH:8]=[CH:7][N:6]=3)[CH:11]=[C:12]([CH3:26])[C:13]=2[CH:17]([CH2:18][C:19]([O:21][CH2:22][CH3:23])=[O:20])[O:16]1. The yield is 0.950. (5) The reactants are [NH2:1][C:2]1[C:7]([C:8]([C:10]2[CH:15]=[C:14]([F:16])[CH:13]=[CH:12][C:11]=2[O:17][CH3:18])=[O:9])=[CH:6][N:5]=[C:4]([NH:19][CH:20]2[CH2:25][CH2:24][N:23]([S:26]([CH2:29][CH2:30][CH2:31]Cl)(=[O:28])=[O:27])[CH2:22][CH2:21]2)[N:3]=1.[I-].[K+].[NH3:35].C(N(C(C)C)CC)(C)C.[CH3:45][S:46](Cl)(=[O:48])=[O:47]. No catalyst specified. The product is [NH2:1][C:2]1[C:7]([C:8](=[O:9])[C:10]2[CH:15]=[C:14]([F:16])[CH:13]=[CH:12][C:11]=2[O:17][CH3:18])=[CH:6][N:5]=[C:4]([NH:19][CH:20]2[CH2:25][CH2:24][N:23]([S:26]([CH2:29][CH2:30][CH2:31][NH:35][S:46]([CH3:45])(=[O:48])=[O:47])(=[O:28])=[O:27])[CH2:22][CH2:21]2)[N:3]=1. The yield is 0.260. (6) The reactants are [Cl-].O[NH3+:3].[C:4](=[O:7])([O-])[OH:5].[Na+].[Si]([O:16][CH:17]([CH3:54])[CH2:18][O:19][C@H:20]1[CH2:25][CH2:24][C@H:23]([N:26]2[C:31](=[O:32])[C:30]([CH2:33][C:34]3[CH:39]=[CH:38][C:37]([C:40]4[C:41]([C:46]#[N:47])=[CH:42][CH:43]=[CH:44][CH:45]=4)=[CH:36][CH:35]=3)=[C:29]([CH2:48][CH2:49][CH3:50])[N:28]3[N:51]=[CH:52][N:53]=[C:27]23)[CH2:22][CH2:21]1)(C(C)(C)C)(C)C.CC(OI1(OC(C)=O)(OC(C)=O)OC(=O)C2C=CC=CC1=2)=O.S([O-])([O-])(=O)=S.[Na+].[Na+]. The catalyst is C(#N)C.O.C(OCC)(=O)C.CS(C)=O. The product is [O:7]=[C:4]1[O:5][N:47]=[C:46]([C:41]2[CH:42]=[CH:43][CH:44]=[CH:45][C:40]=2[C:37]2[CH:38]=[CH:39][C:34]([CH2:33][C:30]3[C:31](=[O:32])[N:26]([C@H:23]4[CH2:22][CH2:21][C@H:20]([O:19][CH2:18][C:17](=[O:16])[CH3:54])[CH2:25][CH2:24]4)[C:27]4[N:28]([N:51]=[CH:52][N:53]=4)[C:29]=3[CH2:48][CH2:49][CH3:50])=[CH:35][CH:36]=2)[NH:3]1. The yield is 0.310.